Dataset: Full USPTO retrosynthesis dataset with 1.9M reactions from patents (1976-2016). Task: Predict the reactants needed to synthesize the given product. (1) Given the product [C:14]([O:18][C:19]([N:21]1[CH2:26][CH2:25][CH:24]([NH:27][C:2]2[N:7]=[CH:6][C:5]([C:8]3[CH:13]=[CH:12][CH:11]=[CH:10][CH:9]=3)=[CH:4][N:3]=2)[CH2:23][CH2:22]1)=[O:20])([CH3:17])([CH3:15])[CH3:16], predict the reactants needed to synthesize it. The reactants are: Cl[C:2]1[N:7]=[CH:6][C:5]([C:8]2[CH:13]=[CH:12][CH:11]=[CH:10][CH:9]=2)=[CH:4][N:3]=1.[C:14]([O:18][C:19]([N:21]1[CH2:26][CH2:25][CH:24]([NH2:27])[CH2:23][CH2:22]1)=[O:20])([CH3:17])([CH3:16])[CH3:15].C(N(CC)CC)C. (2) Given the product [ClH:35].[OH:1][C@H:2]([CH2:27][O:28][C:29]1[CH:30]=[CH:31][CH:32]=[CH:33][CH:34]=1)[CH2:3][NH:4][CH:5]1[CH2:11][CH2:10][CH2:9][C:8]2[CH:12]=[CH:13][C:14]([C:16](=[O:19])[NH:17][CH3:18])=[CH:15][C:7]=2[CH2:6]1, predict the reactants needed to synthesize it. The reactants are: [OH:1][C@H:2]([CH2:27][O:28][C:29]1[CH:34]=[CH:33][CH:32]=[CH:31][CH:30]=1)[CH2:3][N:4](C(OC(C)(C)C)=O)[CH:5]1[CH2:11][CH2:10][CH2:9][C:8]2[CH:12]=[CH:13][C:14]([C:16](=[O:19])[NH:17][CH3:18])=[CH:15][C:7]=2[CH2:6]1.[ClH:35]. (3) Given the product [CH3:1][N:2]([CH3:18])[C:3]([C@@H:5]1[CH2:9][C@@H:8]([O:10][CH2:20][C:19]([O:22][CH2:23][CH3:24])=[O:21])[CH2:7][N:6]1[C:11]([O:13][C:14]([CH3:15])([CH3:17])[CH3:16])=[O:12])=[O:4], predict the reactants needed to synthesize it. The reactants are: [CH3:1][N:2]([CH3:18])[C:3]([C@@H:5]1[CH2:9][C@H:8]([OH:10])[CH2:7][N:6]1[C:11]([O:13][C:14]([CH3:17])([CH3:16])[CH3:15])=[O:12])=[O:4].[C:19]([O:22][CH2:23][CH2:24]Br)(=[O:21])[CH3:20].